Dataset: Forward reaction prediction with 1.9M reactions from USPTO patents (1976-2016). Task: Predict the product of the given reaction. (1) Given the reactants [F:1][CH:2]([CH3:13])[C:3]([NH:5][CH:6]([CH2:11][OH:12])[C:7]([O:9][CH3:10])=[O:8])=O.COCCN(S(F)(F)F)CCOC.BrC(Cl)(Cl)Cl.C1CCN2C(=NCCC2)CC1, predict the reaction product. The product is: [F:1][CH:2]([C:3]1[O:12][CH:11]=[C:6]([C:7]([O:9][CH3:10])=[O:8])[N:5]=1)[CH3:13]. (2) Given the reactants Br[CH2:2][C:3](=[O:8])[C:4]([CH3:7])([CH3:6])[CH3:5].[N-:9]=[N+:10]=[N-:11].[Na+], predict the reaction product. The product is: [N:9]([CH2:2][C:3](=[O:8])[C:4]([CH3:7])([CH3:6])[CH3:5])=[N+:10]=[N-:11].